This data is from Full USPTO retrosynthesis dataset with 1.9M reactions from patents (1976-2016). The task is: Predict the reactants needed to synthesize the given product. (1) Given the product [CH2:23]1[C:24]2[C:29](=[CH:28][CH:27]=[C:26]([C:32]([O:14][CH2:13][CH:10]3[CH2:9][CH2:8][N:7]([C:4]4[CH:5]=[CH:6][N:1]=[CH:2][CH:3]=4)[CH2:12][CH2:11]3)=[O:33])[CH:25]=2)[CH2:30][CH2:31][N:22]1[C:20]([O:19][C:15]([CH3:18])([CH3:17])[CH3:16])=[O:21], predict the reactants needed to synthesize it. The reactants are: [N:1]1[CH:6]=[CH:5][C:4]([N:7]2[CH2:12][CH2:11][CH:10]([CH2:13][OH:14])[CH2:9][CH2:8]2)=[CH:3][CH:2]=1.[C:15]([O:19][C:20]([N:22]1[CH2:31][CH2:30][C:29]2[C:24](=[CH:25][C:26]([C:32](O)=[O:33])=[CH:27][CH:28]=2)[CH2:23]1)=[O:21])([CH3:18])([CH3:17])[CH3:16].CN(C(ON1N=NC2C=CC=NC1=2)=[N+](C)C)C.F[P-](F)(F)(F)(F)F. (2) Given the product [F:8][C:6]1[CH:5]=[CH:4][C:3]2[O:9][C:10](=[O:11])[NH:1][C:2]=2[CH:7]=1, predict the reactants needed to synthesize it. The reactants are: [NH2:1][C:2]1[CH:7]=[C:6]([F:8])[CH:5]=[CH:4][C:3]=1[OH:9].[C:10](N1C=CN=C1)(N1C=CN=C1)=[O:11]. (3) Given the product [F:1][C:2]1[CH:28]=[CH:27][CH:26]=[CH:25][C:3]=1[CH2:4][N:5]1[C:9]2=[N:10][CH:11]=[CH:12][CH:13]=[C:8]2[C:7]([C:14]2[N:19]=[C:18]([CH3:20])[C:17]([C:21]([OH:23])=[O:22])=[CH:16][N:15]=2)=[N:6]1, predict the reactants needed to synthesize it. The reactants are: [F:1][C:2]1[CH:28]=[CH:27][CH:26]=[CH:25][C:3]=1[CH2:4][N:5]1[C:9]2=[N:10][CH:11]=[CH:12][CH:13]=[C:8]2[C:7]([C:14]2[N:19]=[C:18]([CH3:20])[C:17]([C:21]([O:23]C)=[O:22])=[CH:16][N:15]=2)=[N:6]1.[OH-].[Li+].